Dataset: Full USPTO retrosynthesis dataset with 1.9M reactions from patents (1976-2016). Task: Predict the reactants needed to synthesize the given product. Given the product [CH3:12][C:8]1[CH:7]=[CH:6][C:5]2[C:10](=[CH:11][C:2]([C:35]#[N:36])=[CH:3][C:4]=2[O:13][CH2:14][CH2:15][N:16]2[CH2:17][CH2:18][CH:19]([CH2:22][C:23]3[CH:24]=[CH:25][C:26]4[O:31][CH2:30][C:29](=[O:32])[NH:28][C:27]=4[CH:33]=3)[CH2:20][CH2:21]2)[N:9]=1, predict the reactants needed to synthesize it. The reactants are: I[C:2]1[CH:11]=[C:10]2[C:5]([CH:6]=[CH:7][C:8]([CH3:12])=[N:9]2)=[C:4]([O:13][CH2:14][CH2:15][N:16]2[CH2:21][CH2:20][CH:19]([CH2:22][C:23]3[CH:24]=[CH:25][C:26]4[O:31][CH2:30][C:29](=[O:32])[NH:28][C:27]=4[CH:33]=3)[CH2:18][CH2:17]2)[CH:3]=1.[Cu][C:35]#[N:36].